From a dataset of Catalyst prediction with 721,799 reactions and 888 catalyst types from USPTO. Predict which catalyst facilitates the given reaction. Reactant: [C:1]([C:4]1[C:34](=[O:35])[C@@:8]2([CH3:36])[C:9]3[C:15]([OH:16])=[CH:14][C:13]([O:17][CH3:18])=[C:12]([C:19]([NH:21][CH2:22][C:23]4[C:32]5[C:27](=[CH:28][CH:29]=[CH:30][CH:31]=5)[CH:26]=[CH:25][C:24]=4[CH3:33])=[O:20])[C:10]=3[O:11][C:7]2=[CH:6][C:5]=1[OH:37])(=O)[CH3:2].Cl.[CH3:39][O:40][NH2:41].C(=O)(O)[O-].[Na+]. Product: [OH:16][C:15]1[C:9]2[C@:8]3([CH3:36])[C:34](=[O:35])[C:4](/[C:1](=[N:41]/[O:40][CH3:39])/[CH3:2])=[C:5]([OH:37])[CH:6]=[C:7]3[O:11][C:10]=2[C:12]([C:19]([NH:21][CH2:22][C:23]2[C:32]3[C:27](=[CH:28][CH:29]=[CH:30][CH:31]=3)[CH:26]=[CH:25][C:24]=2[CH3:33])=[O:20])=[C:13]([O:17][CH3:18])[CH:14]=1. The catalyst class is: 83.